Dataset: Full USPTO retrosynthesis dataset with 1.9M reactions from patents (1976-2016). Task: Predict the reactants needed to synthesize the given product. The reactants are: [N+:1]([C:4]1[CH:11]=[CH:10][C:7]([CH2:8][OH:9])=[CH:6][CH:5]=1)([O-:3])=[O:2].C1(P(C2C=CC=CC=2)C2C=CC=CC=2)C=CC=CC=1.[F:31][C:32]1[CH:33]=[C:34](O)[CH:35]=[CH:36][CH:37]=1. Given the product [N+:1]([C:4]1[CH:5]=[CH:6][C:7]([CH2:8][O:9][C:36]2[CH:35]=[CH:34][CH:33]=[C:32]([F:31])[CH:37]=2)=[CH:10][CH:11]=1)([O-:3])=[O:2], predict the reactants needed to synthesize it.